This data is from Full USPTO retrosynthesis dataset with 1.9M reactions from patents (1976-2016). The task is: Predict the reactants needed to synthesize the given product. (1) Given the product [NH2:23][CH:22]([CH2:24][C:25]1[CH:30]=[CH:29][CH:28]=[CH:27][CH:26]=1)[C:21]([NH:9][CH2:8][C:4]1([CH2:2][NH2:1])[CH2:5][CH2:6][CH2:7]1)=[O:20], predict the reactants needed to synthesize it. The reactants are: [NH2:1][CH:2]([C:4]1([CH2:8][NH2:9])[CH2:7][CH2:6][CH2:5]1)C.CO.C(N(CC)CC)C.C[O:20][C:21](=O)[C@H:22]([CH2:24][C:25]1[CH:30]=[CH:29][CH:28]=[CH:27][CH:26]=1)[NH2:23]. (2) Given the product [C:26]1([CH:25]([CH3:24])[C:15]([O:23][C:22]2[CH:20]=[CH:18][CH:16]=[CH:4][CH:3]=2)=[O:14])[CH:52]=[CH:51][CH:29]=[CH:28][CH:27]=1.[C:32]1([CH2:31][CH2:30][C:29]([O:80][C:74]2[CH:79]=[CH:78][CH:77]=[CH:76][CH:75]=2)=[O:11])[CH:33]=[CH:34][CH:35]=[CH:36][CH:37]=1, predict the reactants needed to synthesize it. The reactants are: [Li+].[Cl-].[CH3:3][C:4]1C=CC(S(O)(=O)=[O:11])=CC=1.[OH:14][CH:15]1[O:23][CH2:22][C@@H:20](O)[C@H:18](O)[C@H:16]1O.[CH2:24]1[C:35]2[CH:36]=[CH:37][C:32](=[C:33](P(C3C=CC=CC=3)C3C=CC=CC=3)[CH:34]=2)[CH2:31][CH2:30][C:29]2[CH:51]=[CH:52][C:26](=[C:27](P(C3C=CC=CC=3)C3C=CC=CC=3)[CH:28]=2)[CH2:25]1.C=CC1C=CC=CC=1.[C:74]1([OH:80])[CH:79]=[CH:78][CH:77]=[CH:76][CH:75]=1. (3) Given the product [C:36]([NH:35][CH2:34][CH2:33][N:19]([CH:20]1[CH2:25][CH2:24][N:23]([C:26]2[CH:31]=[CH:30][N:29]=[C:28]([CH3:32])[CH:27]=2)[CH2:22][CH2:21]1)[C:17](=[O:18])[CH2:16][CH2:15][S:12]([C:7]1[CH:6]=[CH:5][C:4]2[C:9](=[CH:10][CH:11]=[C:2]([Cl:1])[CH:3]=2)[CH:8]=1)(=[O:13])=[O:14])(=[O:42])[CH3:44], predict the reactants needed to synthesize it. The reactants are: [Cl:1][C:2]1[CH:3]=[C:4]2[C:9](=[CH:10][CH:11]=1)[CH:8]=[C:7]([S:12]([CH2:15][CH2:16][C:17]([N:19]([CH2:33][CH2:34][NH:35][C:36](=[O:42])OC(C)(C)C)[CH:20]1[CH2:25][CH2:24][N:23]([C:26]3[CH:31]=[CH:30][N:29]=[C:28]([CH3:32])[CH:27]=3)[CH2:22][CH2:21]1)=[O:18])(=[O:14])=[O:13])[CH:6]=[CH:5]2.F[C:44](F)(F)C(O)=O. (4) Given the product [Si:23]([O:9][CH2:8][C:6]1[CH:5]=[C:4]([C:10]([F:11])([F:12])[F:13])[N:3]=[C:2]([Cl:1])[CH:7]=1)([C:19]([CH3:22])([CH3:21])[CH3:20])([C:30]1[CH:31]=[CH:32][CH:33]=[CH:34][CH:35]=1)[C:24]1[CH:29]=[CH:28][CH:27]=[CH:26][CH:25]=1, predict the reactants needed to synthesize it. The reactants are: [Cl:1][C:2]1[CH:7]=[C:6]([CH2:8][OH:9])[CH:5]=[C:4]([C:10]([F:13])([F:12])[F:11])[N:3]=1.N1C=CN=C1.[C:19]([Si:23](Cl)([C:30]1[CH:35]=[CH:34][CH:33]=[CH:32][CH:31]=1)[C:24]1[CH:29]=[CH:28][CH:27]=[CH:26][CH:25]=1)([CH3:22])([CH3:21])[CH3:20]. (5) Given the product [NH:13]([C:12]1[CH:14]=[CH:15][C:9]([CH2:8][N:5]2[CH2:6][CH2:7][N:2]([CH3:1])[CH2:3][CH2:4]2)=[CH:10][CH:11]=1)[NH2:16], predict the reactants needed to synthesize it. The reactants are: [CH3:1][N:2]1[CH2:7][CH2:6][N:5]([CH2:8][C:9]2[CH:15]=[CH:14][C:12]([NH2:13])=[CH:11][CH:10]=2)[CH2:4][CH2:3]1.[N:16]([O-])=O.[Na+].O.O.Cl[Sn]Cl.